Dataset: Catalyst prediction with 721,799 reactions and 888 catalyst types from USPTO. Task: Predict which catalyst facilitates the given reaction. (1) Reactant: [CH2:1]([O:3][C:4]([C:6]1[S:10][C:9]([C:11]2[CH:16]=[CH:15][C:14]([OH:17])=[CH:13][CH:12]=2)=[N:8][C:7]=1[CH3:18])=[O:5])[CH3:2].FC(F)(F)[C:21](O)=[O:22].O. Product: [CH2:1]([O:3][C:4]([C:6]1[S:10][C:9]([C:11]2[CH:12]=[CH:13][C:14]([OH:17])=[C:15]([CH:21]=[O:22])[CH:16]=2)=[N:8][C:7]=1[CH3:18])=[O:5])[CH3:2]. The catalyst class is: 244. (2) Reactant: [CH3:1][O:2][C:3](=[O:18])[CH2:4][CH2:5][CH2:6][CH2:7][C:8]1[CH:13]=[CH:12][CH:11]=[C:10]([N+:14]([O-])=O)[C:9]=1[F:17].C(N(CC)CC)C.Cl[C:27]([O:29][CH2:30][CH3:31])=[O:28]. Product: [CH3:1][O:2][C:3](=[O:18])[CH2:4][CH2:5][CH2:6][CH2:7][C:8]1[CH:13]=[CH:12][CH:11]=[C:10]([NH:14][C:27]([O:29][CH2:30][CH3:31])=[O:28])[C:9]=1[F:17]. The catalyst class is: 7. (3) Reactant: [OH:1][CH2:2][CH:3]1[CH2:9][CH2:8][S:7][C:6]2[CH:10]=[CH:11][CH:12]=[CH:13][C:5]=2[C:4]1=[O:14].C(N(CC)CC)C.[C:22]1([CH3:34])[CH:27]=[CH:26][C:25]([S:28]([N:31]=[C:32]=[O:33])(=[O:30])=[O:29])=[CH:24][CH:23]=1. Product: [O:14]=[C:4]1[CH:3]([CH2:2][O:1][C:32](=[O:33])[NH:31][S:28]([C:25]2[CH:26]=[CH:27][C:22]([CH3:34])=[CH:23][CH:24]=2)(=[O:29])=[O:30])[CH2:9][CH2:8][S:7][C:6]2[CH:10]=[CH:11][CH:12]=[CH:13][C:5]1=2. The catalyst class is: 7. (4) Reactant: [CH:1]12[N:7]([C:8]([O:10][CH2:11][C:12]3[CH:17]=[CH:16][CH:15]=[CH:14][CH:13]=3)=[O:9])[CH:6]1[CH2:5][CH2:4][CH2:3][CH2:2]2.[N+]([O-])([O-])=O.[NH4+].[CH3:23][S-:24].[Na+].C1OCCOCCOCCOCCOC1. Product: [CH3:23][S:24][C@@H:6]1[CH2:5][CH2:4][CH2:3][CH2:2][C@H:1]1[NH:7][C:8](=[O:9])[O:10][CH2:11][C:12]1[CH:17]=[CH:16][CH:15]=[CH:14][CH:13]=1. The catalyst class is: 1. (5) Reactant: Cl[C:2](Cl)([O:4]C(=O)OC(Cl)(Cl)Cl)Cl.[C:13]1([C:33]2[CH:38]=[CH:37][CH:36]=[CH:35][CH:34]=2)[CH:18]=[CH:17][C:16]([NH:19][C:20]2[CH:25]=[N:24][CH:23]=[C:22]3[S:26][C:27]([C:29]([NH:31][NH2:32])=[O:30])=[CH:28][C:21]=23)=[CH:15][CH:14]=1. Product: [C:13]1([C:33]2[CH:34]=[CH:35][CH:36]=[CH:37][CH:38]=2)[CH:18]=[CH:17][C:16]([NH:19][C:20]2[CH:25]=[N:24][CH:23]=[C:22]3[S:26][C:27]([C:29]4[O:30][C:2](=[O:4])[NH:32][N:31]=4)=[CH:28][C:21]=23)=[CH:15][CH:14]=1. The catalyst class is: 12. (6) Reactant: [C:1]1([S:7]([C:10]2[CH:11]=[CH:12][C:13]([O:19][CH2:20][C@@H:21]3[CH2:23][O:22]3)=[C:14](C(=O)C)[CH:15]=2)(=[O:9])=[O:8])[CH:6]=[CH:5][CH:4]=[CH:3][CH:2]=1.ClC1C=C(C=CC=1)C(OO)=[O:29].[OH-].[K+]. Product: [C:1]1([S:7]([C:10]2[CH:11]=[CH:12][C:13]3[O:19][CH2:20][C@@H:21]([CH2:23][OH:22])[O:29][C:14]=3[CH:15]=2)(=[O:9])=[O:8])[CH:2]=[CH:3][CH:4]=[CH:5][CH:6]=1. The catalyst class is: 147. (7) Reactant: [H-].[Al+3].[Li+].[H-].[H-].[H-].[F:7][C:8]1[C:16]([O:17][CH3:18])=[CH:15][CH:14]=[CH:13][C:9]=1[C:10](O)=[O:11].[OH-].[Na+]. Product: [F:7][C:8]1[C:16]([O:17][CH3:18])=[CH:15][CH:14]=[CH:13][C:9]=1[CH2:10][OH:11]. The catalyst class is: 28. (8) Reactant: [NH2:1][C:2]1[N:7]=[C:6]([Cl:8])[CH:5]=[C:4](Cl)[N:3]=1.[F:10][C:11]1[CH:12]=[C:13]([CH:15]=[CH:16][C:17]=1[S:18][C:19]1[CH:24]=[CH:23][N:22]=[CH:21][CH:20]=1)[NH2:14].[OH-].[NH4+]. Product: [NH2:1][C:2]1[N:3]=[C:4]([NH:14][C:13]2[CH:15]=[CH:16][C:17]([S:18][C:19]3[CH:24]=[CH:23][N:22]=[CH:21][CH:20]=3)=[C:11]([F:10])[CH:12]=2)[CH:5]=[C:6]([Cl:8])[N:7]=1. The catalyst class is: 223. (9) Reactant: [CH3:1]OC1C=C(N2CCCC2)C=CC=1NS(C1SC=CC=1)(=O)=O.[F:23][C:24]1[CH:25]=[CH:26][C:27]([N+:31]([O-:33])=[O:32])=[C:28]([OH:30])[CH:29]=1.IC.C(=O)([O-])[O-].[Cs+].[Cs+]. Product: [CH3:1][O:30][C:28]1[CH:29]=[C:24]([F:23])[CH:25]=[CH:26][C:27]=1[N+:31]([O-:33])=[O:32]. The catalyst class is: 18. (10) Reactant: [ClH:1].Br[C:3]1[CH:8]=[CH:7][C:6]([NH:9][C:10]([CH:12]2[CH:17]3[CH2:18][CH2:19][N:14]([CH2:15][CH2:16]3)[CH2:13]2)=[O:11])=[CH:5][CH:4]=1.[F:20][C:21]1[CH:26]=[CH:25][C:24](B(O)O)=[CH:23][CH:22]=1.C(=O)([O-])[O-].[Cs+].[Cs+]. Product: [ClH:1].[F:20][C:21]1[CH:26]=[CH:25][C:24]([C:3]2[CH:8]=[CH:7][C:6]([NH:9][C:10]([CH:12]3[CH:17]4[CH2:18][CH2:19][N:14]([CH2:15][CH2:16]4)[CH2:13]3)=[O:11])=[CH:5][CH:4]=2)=[CH:23][CH:22]=1. The catalyst class is: 57.